The task is: Predict which catalyst facilitates the given reaction.. This data is from Catalyst prediction with 721,799 reactions and 888 catalyst types from USPTO. (1) Reactant: [N+:1]([C:4]1[CH:15]=[CH:14][C:7]([CH2:8][CH:9]([C:12]#[N:13])[C:10]#[N:11])=[CH:6][CH:5]=1)([O-:3])=[O:2].[H-].[Na+].Br[CH2:19][CH2:20][C:21]([F:24])([F:23])[F:22]. Product: [N+:1]([C:4]1[CH:5]=[CH:6][C:7]([CH2:8][C:9]([CH2:19][CH2:20][C:21]([F:24])([F:23])[F:22])([C:10]#[N:11])[C:12]#[N:13])=[CH:14][CH:15]=1)([O-:3])=[O:2]. The catalyst class is: 9. (2) Reactant: O.[C:2]1([C:8]([CH:10]=[O:11])=[O:9])[CH:7]=[CH:6][CH:5]=[CH:4][CH:3]=1.[F:12][C:13]([Si](C)(C)C)([F:15])[F:14].[F-].[Cs+]. Product: [F:12][C:13]([F:15])([F:14])[CH:10]([OH:11])[C:8]([C:2]1[CH:7]=[CH:6][CH:5]=[CH:4][CH:3]=1)=[O:9]. The catalyst class is: 57. (3) Reactant: [CH3:1][O:2][C:3]1[CH:11]=[CH:10][CH:9]=[C:8]2[C:4]=1[C:5]([NH2:12])=[N:6][NH:7]2.ClC1SC(S(NC2C3C(=CC=CC=3OC)N(CC3C=CC(CNC(=O)OC(C)(C)C)=CC=3)N=2)(=O)=O)=CC=1.[OH-].[K+].Cl[CH2:53][C:54]1[CH:62]=[CH:61][C:57]([C:58]([NH2:60])=[O:59])=[CH:56][CH:55]=1. Product: [NH2:12][C:5]1[C:4]2[C:8](=[CH:9][CH:10]=[CH:11][C:3]=2[O:2][CH3:1])[N:7]([CH2:53][C:54]2[CH:62]=[CH:61][C:57]([C:58]([NH2:60])=[O:59])=[CH:56][CH:55]=2)[N:6]=1. The catalyst class is: 58.